This data is from Reaction yield outcomes from USPTO patents with 853,638 reactions. The task is: Predict the reaction yield, written as a fraction of the theoretical maximum amount of product (1.0 means a 100% yield; for example, 0.34 means a 34% yield). (1) The reactants are [Cl:1][C:2]1[CH:3]=[C:4]([N+:20]([O-])=O)[C:5]([NH:8][CH2:9][C@@H:10]2[CH2:14][CH2:13][N:12]([C:15]([CH:17]3[CH2:19][CH2:18]3)=[O:16])[CH2:11]2)=[N:6][CH:7]=1.[Sn](Cl)Cl.[OH-].[Na+]. The catalyst is C(OCC)(=O)C. The product is [Cl:1][C:2]1[CH:3]=[C:4]([NH2:20])[C:5]([NH:8][CH2:9][C@@H:10]2[CH2:14][CH2:13][N:12]([C:15]([CH:17]3[CH2:18][CH2:19]3)=[O:16])[CH2:11]2)=[N:6][CH:7]=1. The yield is 0.640. (2) The reactants are [NH2:1][C:2]1[CH:32]=[CH:31][CH:30]=[CH:29][C:3]=1[CH2:4][NH:5][C:6]([C:8]1[N:9]=[C:10]2[N:15]([C:16](=[O:26])[C:17]=1[O:18]CC1C=CC=CC=1)[CH2:14][CH2:13][O:12][C:11]2([CH3:28])[CH3:27])=[O:7].[C:33]1(=O)[O:38][C:36](=[O:37])[CH:35]=[CH:34]1. The catalyst is C(O)(=O)C. The product is [O:37]=[C:36]1[CH:35]=[CH:34][C:33](=[O:38])[N:1]1[C:2]1[CH:32]=[CH:31][CH:30]=[CH:29][C:3]=1[CH2:4][NH:5][C:6]([C:8]1[N:9]=[C:10]2[N:15]([C:16](=[O:26])[C:17]=1[OH:18])[CH2:14][CH2:13][O:12][C:11]2([CH3:28])[CH3:27])=[O:7]. The yield is 0.270. (3) The reactants are [C:1]1([C:7]2[CH:11]=[C:10]([NH:12][C:13](=[O:39])[O:14][CH2:15][C@@H:16]([N:25]([CH3:38])[C:26]([NH:28][CH2:29][C:30]3[CH:35]=[CH:34][CH:33]=[C:32]([F:36])[C:31]=3[Cl:37])=[O:27])[CH2:17][C@@H:18]3[CH2:22][O:21]C(C)(C)[O:19]3)[O:9][N:8]=2)[CH:6]=[CH:5][CH:4]=[CH:3][CH:2]=1.Cl.O1CCOCC1. The catalyst is CO. The product is [C:1]1([C:7]2[CH:11]=[C:10]([NH:12][C:13](=[O:39])[O:14][CH2:15][C@@H:16]([N:25]([CH3:38])[C:26]([NH:28][CH2:29][C:30]3[CH:35]=[CH:34][CH:33]=[C:32]([F:36])[C:31]=3[Cl:37])=[O:27])[CH2:17][C@@H:18]([OH:19])[CH2:22][OH:21])[O:9][N:8]=2)[CH:6]=[CH:5][CH:4]=[CH:3][CH:2]=1. The yield is 0.960.